Dataset: Forward reaction prediction with 1.9M reactions from USPTO patents (1976-2016). Task: Predict the product of the given reaction. (1) The product is: [O:32]1[CH:33]=[CH:34][CH:35]=[C:31]1[C:28]1[N:27]=[N:26][C:25]([NH:24][C:21]([C:19]2[CH:18]=[CH:17][C:16]3[N:12]([CH2:11][CH2:10][CH2:9][NH2:8])[CH:13]=[N:14][C:15]=3[CH:20]=2)=[O:23])=[CH:30][CH:29]=1. Given the reactants C(OC([NH:8][CH2:9][CH2:10][CH2:11][N:12]1[C:16]2[CH:17]=[CH:18][C:19]([C:21]([OH:23])=O)=[CH:20][C:15]=2[N:14]=[CH:13]1)=O)(C)(C)C.[NH2:24][C:25]1[N:26]=[N:27][C:28]([C:31]2[O:32][CH:33]=[CH:34][CH:35]=2)=[CH:29][CH:30]=1, predict the reaction product. (2) Given the reactants [Cl-].[CH3:2][O:3][CH2:4][P+](C1C=CC=CC=1)(C1C=CC=CC=1)C1C=CC=CC=1.CC(C)([O-])C.[K+].[F:30][C:31]1[CH:32]=[C:33]([CH:37]2[CH2:42][CH2:41][C:40](=O)[CH2:39][CH2:38]2)[CH:34]=[CH:35][CH:36]=1.O, predict the reaction product. The product is: [F:30][C:31]1[CH:32]=[C:33]([CH:37]2[CH2:42][CH2:41][C:40](=[CH:2][O:3][CH3:4])[CH2:39][CH2:38]2)[CH:34]=[CH:35][CH:36]=1. (3) Given the reactants [Cl:1][C:2]1[C:3]([O:12][CH3:13])=[CH:4][C:5]([N+:9]([O-])=O)=[C:6]([NH2:8])[CH:7]=1, predict the reaction product. The product is: [ClH:1].[ClH:1].[Cl:1][C:2]1[CH:7]=[C:6]([NH2:8])[C:5]([NH2:9])=[CH:4][C:3]=1[O:12][CH3:13]. (4) Given the reactants [N:1]1[CH:6]=[CH:5][CH:4]=[C:3]([C:7](O)=[O:8])[C:2]=1[C:10]1[CH:11]=[N:12][CH:13]=[CH:14][CH:15]=1.C(N(CC)CC)C.[BH4-].[Na+].CO.Cl, predict the reaction product. The product is: [OH:8][CH2:7][C:3]1[C:2]([C:10]2[CH:11]=[N:12][CH:13]=[CH:14][CH:15]=2)=[N:1][CH:6]=[CH:5][CH:4]=1.